Dataset: Full USPTO retrosynthesis dataset with 1.9M reactions from patents (1976-2016). Task: Predict the reactants needed to synthesize the given product. (1) Given the product [CH2:1]([N:8]1[CH2:13][CH2:12][CH:11]([N:14]2[C:18]([C:19]([F:20])([F:22])[F:21])=[C:17]([C:23]([NH:33][C:32]3[CH:34]=[CH:35][CH:36]=[C:30]([S:27]([CH3:26])(=[O:29])=[O:28])[CH:31]=3)=[O:25])[CH:16]=[N:15]2)[CH2:10][CH2:9]1)[C:2]1[CH:7]=[CH:6][CH:5]=[CH:4][CH:3]=1, predict the reactants needed to synthesize it. The reactants are: [CH2:1]([N:8]1[CH2:13][CH2:12][CH:11]([N:14]2[C:18]([C:19]([F:22])([F:21])[F:20])=[C:17]([C:23]([OH:25])=O)[CH:16]=[N:15]2)[CH2:10][CH2:9]1)[C:2]1[CH:7]=[CH:6][CH:5]=[CH:4][CH:3]=1.[CH3:26][S:27]([C:30]1[CH:31]=[C:32]([CH:34]=[CH:35][CH:36]=1)[NH2:33])(=[O:29])=[O:28]. (2) The reactants are: Cl.[O:2]([C:9]1[CH:14]=[CH:13][C:12]([C:15]2[N:23]=[C:22]([N:24]3[CH2:29][CH2:28][NH:27][CH2:26][CH2:25]3)[CH:21]=[CH:20][C:16]=2[C:17]([OH:19])=[O:18])=[CH:11][CH:10]=1)[C:3]1[CH:8]=[CH:7][CH:6]=[CH:5][CH:4]=1.[C:30](Cl)(=[O:33])[CH:31]=[CH2:32]. Given the product [C:30]([N:27]1[CH2:28][CH2:29][N:24]([C:22]2[N:23]=[C:15]([C:12]3[CH:11]=[CH:10][C:9]([O:2][C:3]4[CH:4]=[CH:5][CH:6]=[CH:7][CH:8]=4)=[CH:14][CH:13]=3)[C:16]([C:17]([OH:19])=[O:18])=[CH:20][CH:21]=2)[CH2:25][CH2:26]1)(=[O:33])[CH:31]=[CH2:32], predict the reactants needed to synthesize it.